From a dataset of NCI-60 drug combinations with 297,098 pairs across 59 cell lines. Regression. Given two drug SMILES strings and cell line genomic features, predict the synergy score measuring deviation from expected non-interaction effect. (1) Drug 1: C1=CN(C(=O)N=C1N)C2C(C(C(O2)CO)O)O.Cl. Drug 2: CC1=C(C(=CC=C1)Cl)NC(=O)C2=CN=C(S2)NC3=CC(=NC(=N3)C)N4CCN(CC4)CCO. Cell line: NCI-H322M. Synergy scores: CSS=-3.01, Synergy_ZIP=1.57, Synergy_Bliss=1.02, Synergy_Loewe=-5.22, Synergy_HSA=-4.62. (2) Drug 1: C1=C(C(=O)NC(=O)N1)F. Drug 2: C(=O)(N)NO. Cell line: ACHN. Synergy scores: CSS=54.6, Synergy_ZIP=1.60, Synergy_Bliss=2.15, Synergy_Loewe=1.90, Synergy_HSA=6.62. (3) Drug 1: C1CCC(C1)C(CC#N)N2C=C(C=N2)C3=C4C=CNC4=NC=N3. Drug 2: C1CC(=O)NC(=O)C1N2C(=O)C3=CC=CC=C3C2=O. Cell line: SW-620. Synergy scores: CSS=9.98, Synergy_ZIP=5.40, Synergy_Bliss=2.59, Synergy_Loewe=-2.08, Synergy_HSA=0.458. (4) Drug 1: CC=C1C(=O)NC(C(=O)OC2CC(=O)NC(C(=O)NC(CSSCCC=C2)C(=O)N1)C(C)C)C(C)C. Drug 2: C1=CC=C(C(=C1)C(C2=CC=C(C=C2)Cl)C(Cl)Cl)Cl. Cell line: SF-295. Synergy scores: CSS=-1.66, Synergy_ZIP=3.64, Synergy_Bliss=2.05, Synergy_Loewe=-49.9, Synergy_HSA=-2.28. (5) Drug 1: C1=CC(=CC=C1CC(C(=O)O)N)N(CCCl)CCCl.Cl. Drug 2: CCC(=C(C1=CC=CC=C1)C2=CC=C(C=C2)OCCN(C)C)C3=CC=CC=C3.C(C(=O)O)C(CC(=O)O)(C(=O)O)O. Cell line: KM12. Synergy scores: CSS=7.72, Synergy_ZIP=-6.07, Synergy_Bliss=-7.93, Synergy_Loewe=-3.24, Synergy_HSA=-3.22. (6) Drug 1: C1CCC(C1)C(CC#N)N2C=C(C=N2)C3=C4C=CNC4=NC=N3. Drug 2: CC1=C(C(=CC=C1)Cl)NC(=O)C2=CN=C(S2)NC3=CC(=NC(=N3)C)N4CCN(CC4)CCO. Cell line: MALME-3M. Synergy scores: CSS=2.48, Synergy_ZIP=-0.0108, Synergy_Bliss=0.879, Synergy_Loewe=-0.185, Synergy_HSA=-0.551.